From a dataset of Full USPTO retrosynthesis dataset with 1.9M reactions from patents (1976-2016). Predict the reactants needed to synthesize the given product. Given the product [ClH:1].[NH2:3][C:4]1[NH:5][C:6](=[CH:10][CH2:11][CH2:12][NH:13][C:25]([C:27]2[N:28]([CH3:34])[C:29]([Br:33])=[C:30]([Br:32])[CH:31]=2)=[O:26])[C:7](=[O:9])[N:8]=1, predict the reactants needed to synthesize it. The reactants are: [ClH:1].Cl.[NH2:3][C:4]1[NH:5][C:6](=[CH:10][CH2:11][CH2:12][NH2:13])[C:7](=[O:9])[N:8]=1.Cl.NC1NC=C(CCCN[C:25]([C:27]2[N:28]([CH3:34])[C:29]([Br:33])=[C:30]([Br:32])[CH:31]=2)=[O:26])N=1.